From a dataset of Full USPTO retrosynthesis dataset with 1.9M reactions from patents (1976-2016). Predict the reactants needed to synthesize the given product. (1) Given the product [C:13]([C:3]1[CH:4]=[N:5][C:6]2[C:11]([C:2]=1[NH:16][C:17]1[CH:18]=[CH:19][C:20]([N:23]3[CH2:28][CH2:27][CH2:26][CH:25]([NH:29][C:30](=[O:36])[O:31][C:32]([CH3:34])([CH3:33])[CH3:35])[CH2:24]3)=[N:21][CH:22]=1)=[N:10][C:9]([Cl:12])=[CH:8][CH:7]=2)(=[O:15])[CH3:14], predict the reactants needed to synthesize it. The reactants are: Cl[C:2]1[C:11]2[C:6](=[CH:7][CH:8]=[C:9]([Cl:12])[N:10]=2)[N:5]=[CH:4][C:3]=1[C:13](=[O:15])[CH3:14].[NH2:16][C:17]1[CH:18]=[CH:19][C:20]([N:23]2[CH2:28][CH2:27][CH2:26][CH:25]([NH:29][C:30](=[O:36])[O:31][C:32]([CH3:35])([CH3:34])[CH3:33])[CH2:24]2)=[N:21][CH:22]=1. (2) Given the product [CH3:8][C:6]1[CH:7]=[C:2]([NH:34][CH2:33][CH2:32][N:26]2[CH2:31][CH2:30][O:29][CH2:28][CH2:27]2)[C:3]2[N:4]([C:9]([C:19]3[CH:24]=[CH:23][N:22]=[C:21]([OH:25])[N:20]=3)=[C:10]([C:12]3[CH:17]=[CH:16][CH:15]=[C:14]([CH3:18])[N:13]=3)[N:11]=2)[CH:5]=1, predict the reactants needed to synthesize it. The reactants are: Br[C:2]1[C:3]2[N:4]([C:9]([C:19]3[CH:24]=[CH:23][N:22]=[C:21]([OH:25])[N:20]=3)=[C:10]([C:12]3[CH:17]=[CH:16][CH:15]=[C:14]([CH3:18])[N:13]=3)[N:11]=2)[CH:5]=[C:6]([CH3:8])[CH:7]=1.[N:26]1([CH2:32][CH2:33][NH2:34])[CH2:31][CH2:30][O:29][CH2:28][CH2:27]1.CC([O-])(C)C.[Na+].C1(P(C2CCCCC2)C2C=CC=CC=2C2C=CC=CC=2N(C)C)CCCCC1. (3) Given the product [CH3:15][O:16][C:17]([C:19]1([O:28][CH3:29])[CH2:24][CH:23]([CH3:25])[C:22](=[O:26])[C:21]([C:4]([C:3]2[C:2]([CH3:1])=[N:10][C:9]([C:11]([F:14])([F:13])[F:12])=[CH:8][CH:7]=2)=[O:5])=[C:20]1[OH:27])=[O:18], predict the reactants needed to synthesize it. The reactants are: [CH3:1][C:2]1[N:10]=[C:9]([C:11]([F:14])([F:13])[F:12])[CH:8]=[CH:7][C:3]=1[C:4](Cl)=[O:5].[CH3:15][O:16][C:17]([C:19]1([O:28][CH3:29])[CH2:24][CH:23]([CH3:25])[C:22](=[O:26])[CH:21]=[C:20]1[OH:27])=[O:18].C(N(CC)CC)C.[C-]#N.[K+].